This data is from Forward reaction prediction with 1.9M reactions from USPTO patents (1976-2016). The task is: Predict the product of the given reaction. (1) The product is: [F:25][C:12]1[C:11]([NH:10][C:9]([N:8]([CH3:27])[C:4]2[CH:3]=[C:2]([NH:34][C:31]3[CH:32]=[CH:33][N:29]([CH3:28])[N:30]=3)[N:7]=[CH:6][N:5]=2)=[O:26])=[C:16]([F:17])[CH:15]=[CH:14][C:13]=1[NH:18][S:19]([CH2:22][CH2:23][CH3:24])(=[O:21])=[O:20]. Given the reactants Cl[C:2]1[N:7]=[CH:6][N:5]=[C:4]([N:8]([CH3:27])[C:9](=[O:26])[NH:10][C:11]2[C:12]([F:25])=[C:13]([NH:18][S:19]([CH2:22][CH2:23][CH3:24])(=[O:21])=[O:20])[CH:14]=[CH:15][C:16]=2[F:17])[CH:3]=1.[CH3:28][N:29]1[CH:33]=[CH:32][C:31]([NH2:34])=[N:30]1, predict the reaction product. (2) Given the reactants [OH-].[Na+].[CH:3]1([C:6]2[C:11]([C:12]3[CH:17]=[CH:16][C:15]([F:18])=[CH:14][CH:13]=3)=[C:10]([F:19])[C:9]([O:20][CH3:21])=[C:8]([CH2:22][N:23]3[CH2:26][C:25]4([CH2:30][C:29]([N:31]5[CH2:36][CH2:35][CH:34]([C:37]([O:39]CC)=[O:38])[CH2:33][CH2:32]5)=[N:28][O:27]4)[CH2:24]3)[CH:7]=2)[CH2:5][CH2:4]1, predict the reaction product. The product is: [CH:3]1([C:6]2[C:11]([C:12]3[CH:17]=[CH:16][C:15]([F:18])=[CH:14][CH:13]=3)=[C:10]([F:19])[C:9]([O:20][CH3:21])=[C:8]([CH2:22][N:23]3[CH2:26][C:25]4([CH2:30][C:29]([N:31]5[CH2:32][CH2:33][CH:34]([C:37]([OH:39])=[O:38])[CH2:35][CH2:36]5)=[N:28][O:27]4)[CH2:24]3)[CH:7]=2)[CH2:5][CH2:4]1. (3) Given the reactants Br[C:2]1[CH:7]=[CH:6][C:5]([O:8][CH3:9])=[CH:4][CH:3]=1.CCCCCC.[Br:16][C:17]1[C:18]([O:26][CH2:27][CH:28]=[CH2:29])=[CH:19][C:20]([Cl:25])=[C:21]([CH:24]=1)[CH:22]=[O:23], predict the reaction product. The product is: [Br:16][C:17]1[C:18]([O:26][CH2:27][CH:28]=[CH2:29])=[CH:19][C:20]([Cl:25])=[C:21]([CH:22]([C:2]2[CH:7]=[CH:6][C:5]([O:8][CH3:9])=[CH:4][CH:3]=2)[OH:23])[CH:24]=1. (4) Given the reactants Cl.[Br:2][C:3]1[CH:4]=[C:5]([NH:9]N)[CH:6]=[CH:7][CH:8]=1.O=[C:12]1[CH2:17][CH2:16][CH:15]([C:18]([O:20][CH2:21][CH3:22])=[O:19])[CH2:14][CH2:13]1, predict the reaction product. The product is: [Br:2][C:3]1[CH:8]=[CH:7][CH:6]=[C:5]2[C:4]=1[C:13]1[CH2:14][CH:15]([C:18]([O:20][CH2:21][CH3:22])=[O:19])[CH2:16][CH2:17][C:12]=1[NH:9]2. (5) Given the reactants [NH:1]1[CH2:6][CH2:5][CH:4]([O:7][C:8]2[S:9][C:10]3[CH:16]=[C:15]([C:17]4[CH2:18][CH2:19][N:20]([S:23]([CH2:26][CH2:27][CH3:28])(=[O:25])=[O:24])[CH2:21][CH:22]=4)[CH:14]=[CH:13][C:11]=3[N:12]=2)[CH2:3][CH2:2]1.[C:29](Cl)(=[O:35])[O:30][CH2:31][CH2:32][O:33][CH3:34], predict the reaction product. The product is: [CH2:26]([S:23]([N:20]1[CH2:19][CH:18]=[C:17]([C:15]2[CH:14]=[CH:13][C:11]3[N:12]=[C:8]([O:7][CH:4]4[CH2:3][CH2:2][N:1]([C:29]([O:30][CH2:31][CH2:32][O:33][CH3:34])=[O:35])[CH2:6][CH2:5]4)[S:9][C:10]=3[CH:16]=2)[CH2:22][CH2:21]1)(=[O:25])=[O:24])[CH2:27][CH3:28]. (6) Given the reactants [CH2:1]1[C:9]2[C:4](=[CH:5][CH:6]=[CH:7][CH:8]=2)[CH2:3][CH:2]1[N:10]1[C:18](=[O:19])[C:17]2[C:12](=[CH:13][CH:14]=[CH:15][CH:16]=2)[C:11]1=[O:20].[Cl:21][S:22](O)(=[O:24])=[O:23], predict the reaction product. The product is: [O:20]=[C:11]1[C:12]2[C:17](=[CH:16][CH:15]=[CH:14][CH:13]=2)[C:18](=[O:19])[N:10]1[CH:2]1[CH2:1][C:9]2[C:4](=[CH:5][CH:6]=[C:7]([S:22]([Cl:21])(=[O:24])=[O:23])[CH:8]=2)[CH2:3]1. (7) Given the reactants F[P-](F)(F)(F)(F)F.C[N+](C)=C(N(C)C)ON1C2N=CC=CC=2N=N1.[NH2:25][C:26]1[N:35]=[C:34]([N:36]2[CH2:41][CH2:40][N:39]([CH3:42])[CH2:38][CH2:37]2)[C:33]2[C:28](=[CH:29][C:30]([C:43](O)=[O:44])=[CH:31][CH:32]=2)[N:27]=1.C(N(CC)C(C)C)(C)C.[NH2:55][C@@H:56]([CH2:61][C:62]1[CH:67]=[CH:66][C:65]([C:68]2[CH:73]=[CH:72][CH:71]=[CH:70][CH:69]=2)=[CH:64][CH:63]=1)[C:57]([O:59][CH3:60])=[O:58], predict the reaction product. The product is: [NH2:25][C:26]1[N:35]=[C:34]([N:36]2[CH2:37][CH2:38][N:39]([CH3:42])[CH2:40][CH2:41]2)[C:33]2[C:28](=[CH:29][C:30]([C:43]([NH:55][C@@H:56]([CH2:61][C:62]3[CH:67]=[CH:66][C:65]([C:68]4[CH:73]=[CH:72][CH:71]=[CH:70][CH:69]=4)=[CH:64][CH:63]=3)[C:57]([O:59][CH3:60])=[O:58])=[O:44])=[CH:31][CH:32]=2)[N:27]=1. (8) Given the reactants [NH2:1][CH:2]1[CH2:7][CH2:6][CH:5]([CH2:8][NH:9][C:10]2[S:11][C:12]3[CH2:19][CH2:18][O:17][C:16]4[CH:20]=[CH:21][CH:22]=[CH:23][C:15]=4[C:13]=3[N:14]=2)[CH2:4][CH2:3]1.[C:24](Cl)(=[O:26])[CH3:25].O, predict the reaction product. The product is: [N:14]1[C:13]2[C:15]3[CH:23]=[CH:22][CH:21]=[CH:20][C:16]=3[O:17][CH2:18][CH2:19][C:12]=2[S:11][C:10]=1[NH:9][CH2:8][CH:5]1[CH2:6][CH2:7][CH:2]([NH:1][C:24](=[O:26])[CH3:25])[CH2:3][CH2:4]1. (9) Given the reactants [CH:1]12[CH2:7][CH:4]([CH2:5][CH2:6]1)[CH2:3][CH:2]2[CH2:8][C:9]([OH:11])=O.CN(C(ON1N=NC2C=CC=NC1=2)=[N+](C)C)C.F[P-](F)(F)(F)(F)F.CCN(C(C)C)C(C)C.[I-].[CH2:46]([N+:50]1[N:54]=[C:53]([CH3:55])[S:52][C:51]=1[CH3:56])[CH2:47][CH2:48][CH3:49], predict the reaction product. The product is: [CH:1]12[CH2:7][CH:4]([CH2:5][CH2:6]1)[CH2:3][CH:2]2[CH2:8][C:9](/[CH:56]=[C:51]1\[S:52][C:53]([CH3:55])=[N:54][N:50]\1[CH2:46][CH2:47][CH2:48][CH3:49])=[O:11]. (10) Given the reactants [CH3:1][O:2][C:3]1[CH:8]=[CH:7][C:6]([NH:9][C:10]2[C:15]([N+:16]([O-])=O)=[CH:14][CH:13]=[CH:12][N:11]=2)=[CH:5][CH:4]=1, predict the reaction product. The product is: [NH2:16][C:15]1[C:10]([NH:9][C:6]2[CH:7]=[CH:8][C:3]([O:2][CH3:1])=[CH:4][CH:5]=2)=[N:11][CH:12]=[CH:13][CH:14]=1.